This data is from Forward reaction prediction with 1.9M reactions from USPTO patents (1976-2016). The task is: Predict the product of the given reaction. (1) Given the reactants [Cl:1][C:2]1[CH:3]=[N:4][C:5]2[N:6]([N:8]=[C:9]([C:11]([OH:13])=O)[CH:10]=2)[CH:7]=1.[CH3:14][CH:15]1[NH:20][CH2:19][CH2:18][N:17]2[C:21]([C:24]3[CH:25]=[N:26][CH:27]=[CH:28][CH:29]=3)=[N:22][N:23]=[C:16]12, predict the reaction product. The product is: [Cl:1][C:2]1[CH:3]=[N:4][C:5]2[N:6]([N:8]=[C:9]([C:11]([N:20]3[CH2:19][CH2:18][N:17]4[C:21]([C:24]5[CH:25]=[N:26][CH:27]=[CH:28][CH:29]=5)=[N:22][N:23]=[C:16]4[CH:15]3[CH3:14])=[O:13])[CH:10]=2)[CH:7]=1. (2) Given the reactants [CH2:1]([OH:8])[C:2]1[CH:7]=[CH:6][CH:5]=[CH:4][CH:3]=1.[H-].[Na+].Cl[C:12]1[N:17]=[CH:16][C:15]([C:18]2[N:23]3[N:24]=[C:25]([NH:27][C:28]([CH:30]4[CH2:32][CH2:31]4)=[O:29])[N:26]=[C:22]3[CH:21]=[CH:20][CH:19]=2)=[CH:14][CH:13]=1, predict the reaction product. The product is: [CH2:1]([O:8][C:12]1[N:17]=[CH:16][C:15]([C:18]2[N:23]3[N:24]=[C:25]([NH:27][C:28]([CH:30]4[CH2:31][CH2:32]4)=[O:29])[N:26]=[C:22]3[CH:21]=[CH:20][CH:19]=2)=[CH:14][CH:13]=1)[C:2]1[CH:7]=[CH:6][CH:5]=[CH:4][CH:3]=1. (3) Given the reactants C[O:2][C:3]1[CH:8]=[C:7]([CH:9]([C:11]2[N:16]3[N:17]=[C:18]([NH:20][C:21]4[CH:26]=[CH:25][C:24]([C:27]([F:30])([F:29])[F:28])=[CH:23][CH:22]=4)[N:19]=[C:15]3[CH:14]=[CH:13][CH:12]=2)[CH3:10])[CH:6]=[CH:5][N:4]=1.CS(OS(C)(=O)=O)(=O)=O.C(N(CC)C(C)C)(C)C.N#N.[H][H], predict the reaction product. The product is: [F:29][C:27]([F:28])([F:30])[C:24]1[CH:25]=[CH:26][C:21]([NH:20][C:18]2[N:19]=[C:15]3[CH:14]=[CH:13][CH:12]=[C:11]([CH:9]([C:7]4[CH:6]=[CH:5][NH:4][C:3](=[O:2])[CH:8]=4)[CH3:10])[N:16]3[N:17]=2)=[CH:22][CH:23]=1.